Dataset: Catalyst prediction with 721,799 reactions and 888 catalyst types from USPTO. Task: Predict which catalyst facilitates the given reaction. (1) Reactant: [F:1][C:2]1[CH:7]=[CH:6][C:5]([C:8]2[CH:13]=[CH:12][N:11]3[C:14]([C:17]4[CH:18]=[C:19]([NH2:23])[CH:20]=[CH:21][CH:22]=4)=[CH:15][N:16]=[C:10]3[CH:9]=2)=[CH:4][CH:3]=1.Br[C:25]1[CH:30]=[CH:29][N:28]=[CH:27][CH:26]=1.Cl.CC([O-])(C)C.[Na+].N#N. Product: [F:1][C:2]1[CH:3]=[CH:4][C:5]([C:8]2[CH:13]=[CH:12][N:11]3[C:14]([C:17]4[CH:18]=[C:19]([NH:23][C:25]5[CH:30]=[CH:29][N:28]=[CH:27][CH:26]=5)[CH:20]=[CH:21][CH:22]=4)=[CH:15][N:16]=[C:10]3[CH:9]=2)=[CH:6][CH:7]=1. The catalyst class is: 62. (2) Reactant: [Cl:1]COC1C(=O)C(C)=C(OC)C(=O)C=1C.[CH2:16]([C:20]1[C:21](=[O:32])[C:22]([CH2:30]O)=[C:23]([CH3:29])[C:24](=[O:28])[C:25]=1[O:26][CH3:27])[CH2:17][CH2:18][CH3:19].P(Cl)(Cl)Cl.CN(C=O)C. Product: [CH2:16]([C:20]1[C:21](=[O:32])[C:22]([CH2:30][Cl:1])=[C:23]([CH3:29])[C:24](=[O:28])[C:25]=1[O:26][CH3:27])[CH2:17][CH2:18][CH3:19]. The catalyst class is: 1.